Dataset: Catalyst prediction with 721,799 reactions and 888 catalyst types from USPTO. Task: Predict which catalyst facilitates the given reaction. Reactant: [N+:1]([C:4]1[CH:9]=[CH:8][C:7]([C:10]2[S:11][C:12]3[CH:18]([OH:19])[CH2:17][CH2:16][CH2:15][C:13]=3[N:14]=2)=[CH:6][CH:5]=1)([O-])=O. Product: [NH2:1][C:4]1[CH:5]=[CH:6][C:7]([C:10]2[S:11][C:12]3[CH:18]([OH:19])[CH2:17][CH2:16][CH2:15][C:13]=3[N:14]=2)=[CH:8][CH:9]=1. The catalyst class is: 97.